This data is from NCI-60 drug combinations with 297,098 pairs across 59 cell lines. The task is: Regression. Given two drug SMILES strings and cell line genomic features, predict the synergy score measuring deviation from expected non-interaction effect. (1) Drug 1: CC12CCC3C(C1CCC2=O)CC(=C)C4=CC(=O)C=CC34C. Drug 2: C1=CC(=CC=C1C#N)C(C2=CC=C(C=C2)C#N)N3C=NC=N3. Cell line: RPMI-8226. Synergy scores: CSS=55.2, Synergy_ZIP=2.09, Synergy_Bliss=2.27, Synergy_Loewe=0.748, Synergy_HSA=0.0263. (2) Drug 1: CC1OCC2C(O1)C(C(C(O2)OC3C4COC(=O)C4C(C5=CC6=C(C=C35)OCO6)C7=CC(=C(C(=C7)OC)O)OC)O)O. Drug 2: C(CC(=O)O)C(=O)CN.Cl. Cell line: U251. Synergy scores: CSS=46.5, Synergy_ZIP=-3.33, Synergy_Bliss=-3.83, Synergy_Loewe=-36.1, Synergy_HSA=-2.50. (3) Drug 1: CC(C1=C(C=CC(=C1Cl)F)Cl)OC2=C(N=CC(=C2)C3=CN(N=C3)C4CCNCC4)N. Drug 2: CC1=C(C(CCC1)(C)C)C=CC(=CC=CC(=CC(=O)O)C)C. Cell line: SK-MEL-2. Synergy scores: CSS=6.79, Synergy_ZIP=0.223, Synergy_Bliss=3.31, Synergy_Loewe=-3.02, Synergy_HSA=-0.351. (4) Drug 1: CC1=C(C=C(C=C1)C(=O)NC2=CC(=CC(=C2)C(F)(F)F)N3C=C(N=C3)C)NC4=NC=CC(=N4)C5=CN=CC=C5. Drug 2: CC(C)CN1C=NC2=C1C3=CC=CC=C3N=C2N. Cell line: RPMI-8226. Synergy scores: CSS=4.74, Synergy_ZIP=9.71, Synergy_Bliss=15.3, Synergy_Loewe=7.57, Synergy_HSA=8.61.